Task: Regression/Classification. Given a drug SMILES string, predict its toxicity properties. Task type varies by dataset: regression for continuous values (e.g., LD50, hERG inhibition percentage) or binary classification for toxic/non-toxic outcomes (e.g., AMES mutagenicity, cardiotoxicity, hepatotoxicity). Dataset: ames.. Dataset: Ames mutagenicity test results for genotoxicity prediction (1) The result is 0 (non-mutagenic). The drug is CC(C)(Br)C(Br)COP(=O)(OCC(Br)C(C)(C)Br)OCC(Br)C(C)(C)Br. (2) The compound is CC(=O)c1ccc(NO)cc1. The result is 1 (mutagenic). (3) The compound is CN(C)C(c1ccccc1)(c1ccccc1)N(C)C. The result is 0 (non-mutagenic). (4) The molecule is c1ccc2c(c1)C1OOC2c2ccccc21. The result is 0 (non-mutagenic). (5) The compound is c1ccc2c(c1)cc1c3c2ccc2cccc(c23)C2NC12. The result is 1 (mutagenic).